Dataset: Reaction yield outcomes from USPTO patents with 853,638 reactions. Task: Predict the reaction yield, written as a fraction of the theoretical maximum amount of product (1.0 means a 100% yield; for example, 0.34 means a 34% yield). (1) The product is [NH2:27][C:26]1[C:20]2[S:19](=[O:31])(=[O:32])[N:18]=[C:17]([C:8]3[C:7](=[O:33])[N:6]([NH:5][CH2:4][CH:1]4[CH2:2][CH2:3]4)[C:15]4[C:10]([C:9]=3[OH:16])=[CH:11][CH:12]=[CH:13][CH:14]=4)[NH:22][C:21]=2[CH:23]=[CH:24][C:25]=1[OH:30]. The yield is 0.530. The catalyst is CO.O1CCCC1.O.[Fe]. The reactants are [CH:1]1([CH2:4][NH:5][N:6]2[C:15]3[C:10](=[CH:11][CH:12]=[CH:13][CH:14]=3)[C:9]([OH:16])=[C:8]([C:17]3[NH:22][C:21]4[CH:23]=[CH:24][C:25]([OH:30])=[C:26]([N+:27]([O-])=O)[C:20]=4[S:19](=[O:32])(=[O:31])[N:18]=3)[C:7]2=[O:33])[CH2:3][CH2:2]1.[Cl-].[NH4+]. (2) The reactants are C(OC([N:8]1[CH2:13][CH2:12][CH:11]([N:14]2[CH:18]=[C:17]([C:19]3[CH:20]=[N:21][C:22]([NH2:37])=[C:23]([O:25][C@@H:26]([C:28]4[C:33]([Cl:34])=[CH:32][CH:31]=[C:30]([F:35])[C:29]=4[Cl:36])[CH3:27])[CH:24]=3)[CH:16]=[N:15]2)[CH2:10][CH2:9]1)=O)(C)(C)C.Cl.O1CCOCC1. The catalyst is C(Cl)Cl. The product is [Cl:36][C:29]1[C:30]([F:35])=[CH:31][CH:32]=[C:33]([Cl:34])[C:28]=1[C@H:26]([O:25][C:23]1[C:22]([NH2:37])=[N:21][CH:20]=[C:19]([C:17]2[CH:16]=[N:15][N:14]([CH:11]3[CH2:12][CH2:13][NH:8][CH2:9][CH2:10]3)[CH:18]=2)[CH:24]=1)[CH3:27]. The yield is 0.750. (3) No catalyst specified. The product is [Br:17][C:3]1[C:2]([I:1])=[CH:7][N:6]=[C:5]([C:8]2[CH:13]=[CH:12][CH:11]=[CH:10][CH:9]=2)[N:4]=1. The yield is 0.625. The reactants are [I:1][C:2]1[C:3](O)=[N:4][C:5]([C:8]2[CH:13]=[CH:12][CH:11]=[CH:10][CH:9]=2)=[N:6][CH:7]=1.P(Br)(Br)([Br:17])=O. (4) The reactants are [OH:1][C:2]1[CH:3]=[C:4]([C:14]2[N:15](C(OC(C)(C)C)=O)[C:16]([C:19]3[S:20][CH:21]=[CH:22][N:23]=3)=[CH:17][CH:18]=2)[CH:5]=[C:6]([O:8][C@@H:9]([CH3:13])[CH2:10][O:11][CH3:12])[CH:7]=1.F[C:32]1[CH:37]=[CH:36][C:35]([S:38]([N:41]2[CH2:44][CH2:43][CH2:42]2)(=[O:40])=[O:39])=[CH:34][CH:33]=1.[H-].[Na+].O. The catalyst is CN1CCCC1=O. The product is [N:41]1([S:38]([C:35]2[CH:36]=[CH:37][C:32]([O:1][C:2]3[CH:3]=[C:4]([C:14]4[NH:15][C:16]([C:19]5[S:20][CH:21]=[CH:22][N:23]=5)=[CH:17][CH:18]=4)[CH:5]=[C:6]([O:8][C@@H:9]([CH3:13])[CH2:10][O:11][CH3:12])[CH:7]=3)=[CH:33][CH:34]=2)(=[O:40])=[O:39])[CH2:44][CH2:43][CH2:42]1. The yield is 0.570. (5) The reactants are N1C=CC=CC=1[C:7](O)=[O:8].[CH:10]1[CH:11]=[CH:12][C:13]2N(O)N=[N:16][C:14]=2C=1.CCN=C=NCCCN(C)C.CCN(CC)CC.[CH3:38][O:39][C:40]1[CH:49]=[C:48]([O:50][CH3:51])[CH:47]=[C:46]2[C:41]=1[C:42](=[O:64])[NH:43][C:44]([C:52]1[CH:57]=[CH:56][C:55]([N:58]3[CH2:63][CH2:62][NH:61][CH2:60][CH2:59]3)=[CH:54][CH:53]=1)=[N:45]2. The catalyst is C1COCC1. The product is [CH3:38][O:39][C:40]1[CH:49]=[C:48]([O:50][CH3:51])[CH:47]=[C:46]2[C:41]=1[C:42](=[O:64])[NH:43][C:44]([C:52]1[CH:57]=[CH:56][C:55]([N:58]3[CH2:59][CH2:60][NH:61][CH2:62][CH:63]3[C:7](=[O:8])[C:12]3[CH:11]=[CH:10][N:16]=[CH:14][CH:13]=3)=[CH:54][CH:53]=1)=[N:45]2. The yield is 0.620. (6) The reactants are [Cl:1][C:2]1[CH:9]=[C:6]([CH:7]=O)[C:5]([OH:10])=[CH:4][CH:3]=1.[Cl-].[Cl:12][C:13]1[CH:38]=[CH:37][C:16](C[P+](C2C=CC=CC=2)(C2C=CC=CC=2)C2C=CC=CC=2)=[CH:15][CH:14]=1.[C:39](=O)([O-])[O-].[K+].[K+].Cl. The catalyst is O. The product is [Cl:1][C:2]1[CH:3]=[CH:4][C:5]([OH:10])=[C:6]([C:7]([C:16]2[CH:37]=[CH:38][C:13]([Cl:12])=[CH:14][CH:15]=2)=[CH2:39])[CH:9]=1. The yield is 0.0840.